Regression. Given a peptide amino acid sequence and an MHC pseudo amino acid sequence, predict their binding affinity value. This is MHC class I binding data. From a dataset of Peptide-MHC class I binding affinity with 185,985 pairs from IEDB/IMGT. (1) The peptide sequence is YQNEVTPEYI. The MHC is HLA-A01:01 with pseudo-sequence HLA-A01:01. The binding affinity (normalized) is 0. (2) The peptide sequence is RPALVVDTP. The binding affinity (normalized) is 0.0847. The MHC is HLA-A31:01 with pseudo-sequence HLA-A31:01.